From a dataset of Forward reaction prediction with 1.9M reactions from USPTO patents (1976-2016). Predict the product of the given reaction. (1) Given the reactants [CH:1]1([N:4]2[CH2:13][C:12]([CH3:15])([CH3:14])[C:11]3[C:6](=[CH:7][CH:8]=[C:9]([C:16]#[CH:17])[CH:10]=3)[CH2:5]2)[CH2:3][CH2:2]1.[CH3:18][O:19][C:20](=[O:29])[CH2:21][C:22]1[CH:27]=[CH:26][C:25](I)=[CH:24][CH:23]=1.C(N(CC)CC)C.O1CCCC1, predict the reaction product. The product is: [CH3:18][O:19][C:20](=[O:29])[CH2:21][C:22]1[CH:23]=[CH:24][C:25]([C:17]#[C:16][C:9]2[CH:10]=[C:11]3[C:6](=[CH:7][CH:8]=2)[CH2:5][N:4]([CH:1]2[CH2:3][CH2:2]2)[CH2:13][C:12]3([CH3:14])[CH3:15])=[CH:26][CH:27]=1. (2) Given the reactants [CH:1]1[C:10]2[C:5](=[CH:6][CH:7]=[CH:8][CH:9]=2)[CH:4]=[C:3]([C:11]([OH:13])=O)[N:2]=1.CN(C(ON1N=NC2C=CC=CC1=2)=[N+](C)C)C.F[P-](F)(F)(F)(F)F.CCN(C(C)C)C(C)C.[CH2:47]([O:49][C:50]([C:52]1[C:60]2[N:59]=[C:58]([NH2:61])[NH:57][C:56]=2[CH:55]=[C:54]([S:62][CH2:63][CH3:64])[CH:53]=1)=[O:51])[CH3:48], predict the reaction product. The product is: [CH2:47]([O:49][C:50]([C:52]1[C:60]2[NH:59][C:58]([NH:61][C:11]([C:3]3[N:2]=[CH:1][C:10]4[C:5]([CH:4]=3)=[CH:6][CH:7]=[CH:8][CH:9]=4)=[O:13])=[N:57][C:56]=2[CH:55]=[C:54]([S:62][CH2:63][CH3:64])[CH:53]=1)=[O:51])[CH3:48]. (3) Given the reactants [F:1][C:2]1[CH:7]=[C:6]([CH2:8][OH:9])[CH:5]=[C:4]([F:10])[C:3]=1[C:11]1[N:16]=[C:15]([C:17]([O:19][CH3:20])=[O:18])[CH:14]=[CH:13][C:12]=1[F:21].[H-].[Na+].[CH2:24](I)[CH3:25], predict the reaction product. The product is: [CH2:24]([O:9][CH2:8][C:6]1[CH:5]=[C:4]([F:10])[C:3]([C:11]2[N:16]=[C:15]([C:17]([O:19][CH3:20])=[O:18])[CH:14]=[CH:13][C:12]=2[F:21])=[C:2]([F:1])[CH:7]=1)[CH3:25]. (4) The product is: [Cl:24][C:21]1[CH:20]=[CH:19][C:18]([C:12]2[C:11]3[CH2:10][CH2:9][NH:8][CH2:17][CH2:16][C:15]=3[N:14]([CH2:27][CH2:28][N:29]([CH3:31])[CH3:30])[N:13]=2)=[CH:23][CH:22]=1. Given the reactants C(OC([N:8]1[CH2:17][CH2:16][C:15]2[NH:14][N:13]=[C:12]([C:18]3[CH:23]=[CH:22][C:21]([Cl:24])=[CH:20][CH:19]=3)[C:11]=2[CH2:10][CH2:9]1)=O)(C)(C)C.Cl.Cl[CH2:27][CH2:28][N:29]([CH3:31])[CH3:30].ClC1C=CC(C2N(CCN(C)C)N=C3C=2CCNCC3)=CC=1, predict the reaction product. (5) Given the reactants ClC(OCC)=O.[C:7]([C:10]1([C:13]([OH:15])=O)[CH2:12][CH2:11]1)(=[O:9])[CH3:8].C(N(CC)CC)C.[C:23]1([C@H:29]([NH2:31])[CH3:30])[CH:28]=[CH:27][CH:26]=[CH:25][CH:24]=1, predict the reaction product. The product is: [C:7]([C:10]1([C:13]([NH:31][C@@H:29]([C:23]2[CH:28]=[CH:27][CH:26]=[CH:25][CH:24]=2)[CH3:30])=[O:15])[CH2:11][CH2:12]1)(=[O:9])[CH3:8].